The task is: Predict which catalyst facilitates the given reaction.. This data is from Catalyst prediction with 721,799 reactions and 888 catalyst types from USPTO. (1) Reactant: [CH2:1]([O:8][C:9](/[N:11]=[C:12]1/[N:13](C(OCC2C=CC=CC=2)=O)[C:14]([CH2:18][C:19](N(OC)C)=[O:20])=[CH:15][CH:16]=[CH:17]/1)=[O:10])[C:2]1[CH:7]=[CH:6][CH:5]=[CH:4][CH:3]=1.[CH:35]([Mg]Br)=[CH2:36]. The catalyst class is: 1. Product: [CH2:1]([O:8][C:9](=[O:10])[NH:11][C:12]1[CH:17]=[CH:16][CH:15]=[C:14]([CH2:18][C:19](=[O:20])[CH:35]=[CH2:36])[N:13]=1)[C:2]1[CH:3]=[CH:4][CH:5]=[CH:6][CH:7]=1. (2) Reactant: [NH2:1][C@@H:2]([C:5]1[CH:10]=[CH:9][C:8]([CH3:11])=[CH:7][CH:6]=1)[CH2:3][OH:4].C([O-])([O-])=O.[K+].[K+].[Br:18][C:19]1[CH:20]=[C:21]([CH:26]=[CH:27][C:28]=1[CH2:29]Br)[C:22]([O:24][CH3:25])=[O:23]. Product: [Br:18][C:19]1[CH:20]=[C:21]([CH:26]=[CH:27][C:28]=1[CH2:29][NH:1][C@@H:2]([C:5]1[CH:10]=[CH:9][C:8]([CH3:11])=[CH:7][CH:6]=1)[CH2:3][OH:4])[C:22]([O:24][CH3:25])=[O:23]. The catalyst class is: 23. (3) Reactant: C1(P(C2C=CC=CC=2)C2C=CC=CC=2)C=CC=CC=1.[CH3:20][O:21][C:22](=[O:35])[C@H:23]([CH2:32][CH2:33]O)[NH:24][C:25]([O:27][C:28]([CH3:31])([CH3:30])[CH3:29])=[O:26].C(Br)(Br)(Br)[Br:37]. Product: [CH3:20][O:21][C:22](=[O:35])[CH:23]([NH:24][C:25]([O:27][C:28]([CH3:31])([CH3:30])[CH3:29])=[O:26])[CH2:32][CH2:33][Br:37]. The catalyst class is: 2. (4) Reactant: Cl.[CH3:2][O:3][C:4]1[CH:9]=[CH:8][C:7]([C:10]2[N:14]=[C:13]([CH:15]3[CH2:20][CH2:19][CH2:18][NH:17][CH2:16]3)[O:12][N:11]=2)=[CH:6][CH:5]=1.N1C=CC=CC=1.F[C:28]1[CH:36]=[CH:35][C:31]([C:32](Cl)=[O:33])=[CH:30][CH:29]=1. Product: [CH3:2][O:3][C:4]1[CH:5]=[CH:6][C:7]([C:10]2[N:14]=[C:13]([CH:15]3[CH2:20][CH2:19][CH2:18][N:17]([C:32]([C:31]4[CH:35]=[CH:36][CH:28]=[CH:29][CH:30]=4)=[O:33])[CH2:16]3)[O:12][N:11]=2)=[CH:8][CH:9]=1. The catalyst class is: 1. (5) Reactant: I[C:2]1[CH:3]=[CH:4][C:5]2[N:6]([CH:8]=[C:9]([NH:11][C:12]([CH:14]3[CH2:16][CH2:15]3)=[O:13])[N:10]=2)[N:7]=1.[CH3:17][N:18]1[C:22]([CH2:23][NH:24][C:25]2[CH:26]=[C:27]([OH:32])[CH:28]=[CH:29][C:30]=2[CH3:31])=[CH:21][C:20]([CH3:33])=[N:19]1.C(=O)([O-])[O-].[K+].[K+]. Product: [CH3:17][N:18]1[C:22]([CH2:23][NH:24][C:25]2[CH:26]=[C:27]([CH:28]=[CH:29][C:30]=2[CH3:31])[O:32][C:2]2[CH:3]=[CH:4][C:5]3[N:6]([CH:8]=[C:9]([NH:11][C:12]([CH:14]4[CH2:16][CH2:15]4)=[O:13])[N:10]=3)[N:7]=2)=[CH:21][C:20]([CH3:33])=[N:19]1. The catalyst class is: 9. (6) Reactant: F[C:2]1[C:11]([CH:12]=O)=[CH:10][CH:9]=[CH:8][C:3]=1[C:4]([O:6][CH3:7])=[O:5].[OH:14][CH2:15][CH2:16][NH:17][NH2:18]. Product: [OH:14][CH2:15][CH2:16][N:17]1[C:2]2[C:11](=[CH:10][CH:9]=[CH:8][C:3]=2[C:4]([O:6][CH3:7])=[O:5])[CH:12]=[N:18]1. The catalyst class is: 5. (7) Reactant: [N:1]1([C@@H:7]2[CH2:11][CH2:10][N:9]([C:12]3[S:13][C:14]4[CH:20]=[C:19](B5OC(C)(C)C(C)(C)O5)[CH:18]=[CH:17][C:15]=4[N:16]=3)[CH2:8]2)[CH2:6][CH2:5][CH2:4][CH2:3][CH2:2]1.Br[C:31]1[N:36]=[C:35]([C:37](OC)=[O:38])[CH:34]=[CH:33][CH:32]=1.C([O-])([O-])=O.[K+].[K+].[CH:47]([OH:50])([CH3:49])[CH3:48]. Product: [N:1]1([C@@H:7]2[CH2:11][CH2:10][N:9]([C:12]3[S:13][C:14]4[CH:20]=[C:19]([C:31]5[N:36]=[C:35]([C:37]([O:50][CH:47]([CH3:49])[CH3:48])=[O:38])[CH:34]=[CH:33][CH:32]=5)[CH:18]=[CH:17][C:15]=4[N:16]=3)[CH2:8]2)[CH2:6][CH2:5][CH2:4][CH2:3][CH2:2]1. The catalyst class is: 235.